From a dataset of Reaction yield outcomes from USPTO patents with 853,638 reactions. Predict the reaction yield, written as a fraction of the theoretical maximum amount of product (1.0 means a 100% yield; for example, 0.34 means a 34% yield). (1) The reactants are [CH3:1][O:2][C:3](=[O:20])[C:4]1[CH:9]=[C:8]([CH:10]=[O:11])[C:7]([C:12]([F:15])([F:14])[F:13])=[CH:6][C:5]=1[NH:16][C:17](=[O:19])[CH3:18].[CH2:21]([Mg]Br)[CH3:22]. The catalyst is C(OCC)C. The product is [CH3:1][O:2][C:3](=[O:20])[C:4]1[CH:9]=[C:8]([CH:10]([OH:11])[CH2:21][CH3:22])[C:7]([C:12]([F:15])([F:14])[F:13])=[CH:6][C:5]=1[NH:16][C:17](=[O:19])[CH3:18]. The yield is 0.280. (2) The catalyst is CO.[OH-].[OH-].[Pd+2]. The yield is 0.600. The reactants are [CH3:1][C:2]1[NH:7][C:6](=[O:8])[C:5]([C:9]#[N:10])=[C:4]([CH2:11][CH2:12][CH3:13])[CH:3]=1.[ClH:14]. The product is [ClH:14].[NH2:10][CH2:9][C:5]1[C:6](=[O:8])[NH:7][C:2]([CH3:1])=[CH:3][C:4]=1[CH2:11][CH2:12][CH3:13].